Predict the reaction yield, written as a fraction of the theoretical maximum amount of product (1.0 means a 100% yield; for example, 0.34 means a 34% yield). From a dataset of Reaction yield outcomes from USPTO patents with 853,638 reactions. (1) The reactants are [Cl:1][C:2]1[CH:10]=[C:9]2[C:5]([C:6]([C:11](=[O:16])[C:12]([F:15])([F:14])[F:13])=[CH:7][NH:8]2)=[CH:4][C:3]=1[CH3:17].[H-].[Na+].[CH3:20][N:21]([CH2:23][C:24](Cl)=O)[CH3:22].CN(C=[O:31])C. No catalyst specified. The product is [Cl:1][C:2]1[CH:10]=[C:9]2[C:5]([C:6]([C:11](=[O:16])[C:12]([F:13])([F:14])[F:15])=[CH:7][N:8]2[CH2:24][C:23]([N:21]([CH3:22])[CH3:20])=[O:31])=[CH:4][C:3]=1[CH3:17]. The yield is 0.600. (2) The reactants are Cl.CN(C)CCCN=C=NCC.[F:13][C:14]1[CH:15]=[C:16]([NH:21][CH:22]([C:24]2[CH:25]=[C:26]([C:41](O)=[O:42])[CH:27]=[C:28]3[C:33]=2[O:32][C:31]([N:34]2[CH2:39][CH2:38][O:37][CH2:36][CH2:35]2)=[CH:30][C:29]3=[O:40])[CH3:23])[CH:17]=[C:18]([F:20])[CH:19]=1.[C:44]([Si:48]([C:60]1[CH:65]=[CH:64][CH:63]=[CH:62][CH:61]=1)([C:54]1[CH:59]=[CH:58][CH:57]=[CH:56][CH:55]=1)[O:49][CH2:50][CH2:51][NH:52][CH3:53])([CH3:47])([CH3:46])[CH3:45].OC1C=CC=C[N+]=1[O-]. The catalyst is C(Cl)Cl. The product is [Si:48]([O:49][CH2:50][CH2:51][N:52]([CH3:53])[C:41]([C:26]1[CH:27]=[C:28]2[C:33](=[C:24]([CH:22]([NH:21][C:16]3[CH:17]=[C:18]([F:20])[CH:19]=[C:14]([F:13])[CH:15]=3)[CH3:23])[CH:25]=1)[O:32][C:31]([N:34]1[CH2:39][CH2:38][O:37][CH2:36][CH2:35]1)=[CH:30][C:29]2=[O:40])=[O:42])([C:44]([CH3:46])([CH3:47])[CH3:45])([C:60]1[CH:61]=[CH:62][CH:63]=[CH:64][CH:65]=1)[C:54]1[CH:55]=[CH:56][CH:57]=[CH:58][CH:59]=1. The yield is 0.940. (3) The reactants are [NH2:1][C:2]1[CH:3]=[CH:4][CH:5]=[C:6]2[C:10]=1[N:9]([CH2:11][O:12][CH3:13])[C:8]([C:14]([O:16][CH2:17][CH3:18])=[O:15])=[CH:7]2.[CH3:19][O:20][C:21]1[CH:26]=[CH:25][CH:24]=[CH:23][C:22]=1[S:27](Cl)(=[O:29])=[O:28]. The catalyst is N1C=CC=CC=1. The product is [CH3:13][O:12][CH2:11][N:9]1[C:10]2[C:6](=[CH:5][CH:4]=[CH:3][C:2]=2[NH:1][S:27]([C:22]2[CH:23]=[CH:24][CH:25]=[CH:26][C:21]=2[O:20][CH3:19])(=[O:29])=[O:28])[CH:7]=[C:8]1[C:14]([O:16][CH2:17][CH3:18])=[O:15]. The yield is 0.890. (4) The reactants are Br[C:2]1[C:3]([O:9][CH3:10])=[N:4][C:5]([Cl:8])=[CH:6][CH:7]=1.C(P(C(C)(C)C)C(C)(C)C)(C)(C)C.C1(C)C=CC=CC=1.[CH3:31][O:32]/[C:33](/[O:36][Si](C)(C)C)=[CH:34]\[CH3:35]. The catalyst is CN(C=O)C.[F-].[Zn+2].[F-]. The product is [Cl:8][C:5]1[N:4]=[C:3]([O:9][CH3:10])[C:2]([CH:34]([CH3:35])[C:33]([O:32][CH3:31])=[O:36])=[CH:7][CH:6]=1. The yield is 0.640. (5) The reactants are Cl.[Br:2][C:3]1[CH:8]=[CH:7][C:6]([NH:9][NH2:10])=[CH:5][CH:4]=1.[C:11]([O:16][CH2:17][CH3:18])(=[O:15])[C:12]([CH3:14])=O.C(O)(=O)C. The catalyst is C(O)C. The product is [Br:2][C:3]1[CH:8]=[CH:7][C:6]([NH:9][N:10]=[C:12]([CH3:14])[C:11]([O:16][CH2:17][CH3:18])=[O:15])=[CH:5][CH:4]=1. The yield is 0.710. (6) The reactants are [F:1][C:2]([F:18])([F:17])[C:3]1[CH:8]=[CH:7][C:6]([CH2:9][NH2:10])=[C:5]([N:11]2[CH2:16][CH2:15][CH2:14][CH2:13][CH2:12]2)[CH:4]=1.ClC(Cl)(O[C:23](=[O:29])OC(Cl)(Cl)Cl)Cl.[N-:31]=[C:32]=O.CO.[CH3:36][N:37]([CH:39]=[O:40])C. The catalyst is CCOC(C)=O. The product is [F:18][C:2]([F:1])([F:17])[C:3]1[CH:8]=[CH:7][C:6]([CH2:9][NH:10][C:39]([NH:37][C:36]2[C:32]3[NH:31][C:23](=[O:29])[NH:10][C:9]=3[CH:6]=[CH:5][CH:4]=2)=[O:40])=[C:5]([N:11]2[CH2:16][CH2:15][CH2:14][CH2:13][CH2:12]2)[CH:4]=1. The yield is 0.180. (7) The reactants are Br.C[O:3][C:4]1[CH:9]=[CH:8][N:7]=[C:6]([C:10]2[CH:11]=[N:12][N:13]3[CH:18]=[CH:17][CH:16]=[CH:15][C:14]=23)[N:5]=1. No catalyst specified. The product is [N:12]1[N:13]2[CH:18]=[CH:17][CH:16]=[CH:15][C:14]2=[C:10]([C:6]2[N:5]=[C:4]([OH:3])[CH:9]=[CH:8][N:7]=2)[CH:11]=1. The yield is 0.990. (8) The yield is 0.890. The catalyst is CCCCCC. The reactants are Cl.CN.[CH2:4]([N:6](CC)CC)C.[N+:11]([C:14]1[CH:22]=[CH:21][C:17]([C:18](Cl)=[O:19])=[CH:16][CH:15]=1)([O-:13])=[O:12].C(OCC)(=O)C. The product is [CH3:4][NH:6][C:18](=[O:19])[C:17]1[CH:21]=[CH:22][C:14]([N+:11]([O-:13])=[O:12])=[CH:15][CH:16]=1. (9) The product is [N:35]1[C:27]([NH:1][C@H:2]([C:8]2[N:17]([C:18]3[CH:19]=[CH:20][CH:21]=[CH:22][CH:23]=3)[C:16](=[O:24])[C:15]3[C:10](=[CH:11][CH:12]=[CH:13][C:14]=3[F:25])[N:9]=2)[CH2:3][C:4]([F:6])([F:5])[F:7])=[C:28]2[C:32]([NH:31][CH:30]=[N:29]2)=[N:33][CH:34]=1. The yield is 0.210. The reactants are [NH2:1][C@H:2]([C:8]1[N:17]([C:18]2[CH:23]=[CH:22][CH:21]=[CH:20][CH:19]=2)[C:16](=[O:24])[C:15]2[C:10](=[CH:11][CH:12]=[CH:13][C:14]=2[F:25])[N:9]=1)[CH2:3][C:4]([F:7])([F:6])[F:5].Br[C:27]1[N:35]=[CH:34][N:33]=[C:32]2[C:28]=1[N:29]=[CH:30][NH:31]2.C(N(C(C)C)CC)(C)C. The catalyst is CC(O)(C)C.